Dataset: Forward reaction prediction with 1.9M reactions from USPTO patents (1976-2016). Task: Predict the product of the given reaction. (1) Given the reactants [CH2:1]([N:8]1[CH:12]=[C:11]([CH:13]([C:19]2[C:20]([CH3:31])=[N:21][O:22][C:23]=2[C:24]2[CH:29]=[CH:28][C:27](Br)=[CH:26][CH:25]=2)[NH:14][S:15]([CH3:18])(=[O:17])=[O:16])[N:10]=[N:9]1)[C:2]1[CH:7]=[CH:6][CH:5]=[CH:4][CH:3]=1.[CH2:32]([O:34][C:35]([C:37]1([C:40]2[CH:45]=[CH:44][C:43](B3OC(C)(C)C(C)(C)O3)=[CH:42][CH:41]=2)[CH2:39][CH2:38]1)=[O:36])[CH3:33], predict the reaction product. The product is: [CH2:32]([O:34][C:35]([C:37]1([C:40]2[CH:45]=[CH:44][C:43]([C:27]3[CH:28]=[CH:29][C:24]([C:23]4[O:22][N:21]=[C:20]([CH3:31])[C:19]=4[CH:13]([C:11]4[N:10]=[N:9][N:8]([CH2:1][C:2]5[CH:7]=[CH:6][CH:5]=[CH:4][CH:3]=5)[CH:12]=4)[NH:14][S:15]([CH3:18])(=[O:17])=[O:16])=[CH:25][CH:26]=3)=[CH:42][CH:41]=2)[CH2:38][CH2:39]1)=[O:36])[CH3:33]. (2) Given the reactants [C:1]([N:4]1[CH2:7][C:6]2([CH2:16][C:15](=[O:17])[C:14]3[C:9](=[CH:10][CH:11]=[C:12](/[CH:18]=[CH:19]/[C:20]([NH:22][O:23]C4CCCCO4)=[O:21])[CH:13]=3)[O:8]2)[CH2:5]1)(=[O:3])[CH3:2].Cl, predict the reaction product. The product is: [C:1]([N:4]1[CH2:7][C:6]2([CH2:16][C:15](=[O:17])[C:14]3[C:9](=[CH:10][CH:11]=[C:12](/[CH:18]=[CH:19]/[C:20]([NH:22][OH:23])=[O:21])[CH:13]=3)[O:8]2)[CH2:5]1)(=[O:3])[CH3:2]. (3) The product is: [CH2:1]([O:4][CH2:5][CH2:6][CH2:7][CH2:8][CH2:9][CH2:10][N:11]1[CH2:16][CH2:15][C:14](=[N:19][OH:20])[CH2:13][CH2:12]1)[CH2:2][CH3:3]. Given the reactants [CH2:1]([O:4][CH2:5][CH2:6][CH2:7][CH2:8][CH2:9][CH2:10][N:11]1[CH2:16][CH2:15][C:14](=O)[CH2:13][CH2:12]1)[CH2:2][CH3:3].Cl.[NH2:19][OH:20], predict the reaction product.